The task is: Regression. Given two drug SMILES strings and cell line genomic features, predict the synergy score measuring deviation from expected non-interaction effect.. This data is from NCI-60 drug combinations with 297,098 pairs across 59 cell lines. (1) Drug 1: CC1=C(C(=O)C2=C(C1=O)N3CC4C(C3(C2COC(=O)N)OC)N4)N. Drug 2: C(CN)CNCCSP(=O)(O)O. Cell line: UACC62. Synergy scores: CSS=34.8, Synergy_ZIP=-0.796, Synergy_Bliss=-1.17, Synergy_Loewe=-36.7, Synergy_HSA=1.10. (2) Drug 1: C1=CC(=CC=C1CCC2=CNC3=C2C(=O)NC(=N3)N)C(=O)NC(CCC(=O)O)C(=O)O. Drug 2: CC(C1=C(C=CC(=C1Cl)F)Cl)OC2=C(N=CC(=C2)C3=CN(N=C3)C4CCNCC4)N. Cell line: NCI-H522. Synergy scores: CSS=8.44, Synergy_ZIP=-10.2, Synergy_Bliss=-16.0, Synergy_Loewe=-25.6, Synergy_HSA=-16.5. (3) Drug 1: C1=CN(C(=O)N=C1N)C2C(C(C(O2)CO)O)O.Cl. Drug 2: CN1C2=C(C=C(C=C2)N(CCCl)CCCl)N=C1CCCC(=O)O.Cl. Cell line: HT29. Synergy scores: CSS=17.4, Synergy_ZIP=0.0341, Synergy_Bliss=-2.55, Synergy_Loewe=-20.5, Synergy_HSA=-4.96. (4) Drug 1: CC1=CC=C(C=C1)C2=CC(=NN2C3=CC=C(C=C3)S(=O)(=O)N)C(F)(F)F. Drug 2: CC1CCC2CC(C(=CC=CC=CC(CC(C(=O)C(C(C(=CC(C(=O)CC(OC(=O)C3CCCCN3C(=O)C(=O)C1(O2)O)C(C)CC4CCC(C(C4)OC)OCCO)C)C)O)OC)C)C)C)OC. Cell line: MDA-MB-231. Synergy scores: CSS=7.52, Synergy_ZIP=3.75, Synergy_Bliss=8.34, Synergy_Loewe=1.19, Synergy_HSA=3.22. (5) Drug 1: C1CCC(C1)C(CC#N)N2C=C(C=N2)C3=C4C=CNC4=NC=N3. Drug 2: C1CCC(CC1)NC(=O)N(CCCl)N=O. Cell line: DU-145. Synergy scores: CSS=10.7, Synergy_ZIP=-3.40, Synergy_Bliss=2.08, Synergy_Loewe=1.53, Synergy_HSA=2.28. (6) Drug 1: CC1=C2C(C(=O)C3(C(CC4C(C3C(C(C2(C)C)(CC1OC(=O)C(C(C5=CC=CC=C5)NC(=O)C6=CC=CC=C6)O)O)OC(=O)C7=CC=CC=C7)(CO4)OC(=O)C)O)C)OC(=O)C. Drug 2: CCN(CC)CCNC(=O)C1=C(NC(=C1C)C=C2C3=C(C=CC(=C3)F)NC2=O)C. Cell line: NCIH23. Synergy scores: CSS=60.4, Synergy_ZIP=2.73, Synergy_Bliss=2.28, Synergy_Loewe=-0.430, Synergy_HSA=5.63.